Dataset: NCI-60 drug combinations with 297,098 pairs across 59 cell lines. Task: Regression. Given two drug SMILES strings and cell line genomic features, predict the synergy score measuring deviation from expected non-interaction effect. (1) Drug 1: C1=CC(=C2C(=C1NCCNCCO)C(=O)C3=C(C=CC(=C3C2=O)O)O)NCCNCCO. Drug 2: C1CNP(=O)(OC1)N(CCCl)CCCl. Cell line: M14. Synergy scores: CSS=24.7, Synergy_ZIP=0.577, Synergy_Bliss=1.76, Synergy_Loewe=-38.8, Synergy_HSA=1.40. (2) Drug 1: C1CN(CCN1C(=O)CCBr)C(=O)CCBr. Drug 2: CS(=O)(=O)OCCCCOS(=O)(=O)C. Cell line: LOX IMVI. Synergy scores: CSS=54.6, Synergy_ZIP=1.21, Synergy_Bliss=2.19, Synergy_Loewe=-15.3, Synergy_HSA=4.70. (3) Drug 1: C1=NC2=C(N=C(N=C2N1C3C(C(C(O3)CO)O)O)F)N. Drug 2: CC(C)(C#N)C1=CC(=CC(=C1)CN2C=NC=N2)C(C)(C)C#N. Cell line: MOLT-4. Synergy scores: CSS=31.7, Synergy_ZIP=0.170, Synergy_Bliss=3.22, Synergy_Loewe=-2.09, Synergy_HSA=0.315.